Dataset: Full USPTO retrosynthesis dataset with 1.9M reactions from patents (1976-2016). Task: Predict the reactants needed to synthesize the given product. (1) Given the product [F:3][C:4]1[CH:5]=[C:6]([CH2:7][CH2:8][C:9]([OH:11])=[O:10])[CH:12]=[CH:13][CH:14]=1, predict the reactants needed to synthesize it. The reactants are: CO.[F:3][C:4]1[CH:5]=[C:6]([CH:12]=[CH:13][CH:14]=1)[CH:7]=[CH:8][C:9]([OH:11])=[O:10].[H][H]. (2) Given the product [CH3:16][N:18]1[CH2:22][CH2:23][CH2:24][CH:19]1[CH2:20][CH2:21][O:43][C:40]1[CH:41]=[CH:42][C:37]([NH:36][C:34]2[S:35][C:31]([C:28]3[CH:29]=[CH:30][S:26][CH:27]=3)=[CH:32][N:33]=2)=[CH:38][CH:39]=1, predict the reactants needed to synthesize it. The reactants are: CN(C)CCCOC1C=CC(C2S[C:16]([NH:18][C:19]3[CH:24]=[CH:23][CH:22]=[CH:21][CH:20]=3)=NC=2)=CC=1.[S:26]1[CH:30]=[CH:29][C:28]([C:31]2[S:35][C:34]([NH:36][C:37]3[CH:42]=[CH:41][C:40]([OH:43])=[CH:39][CH:38]=3)=[N:33][CH:32]=2)=[CH:27]1.Cl.ClCCC1CCCN1C. (3) Given the product [Cl:13][C:3]1[CH:4]=[C:5]([CH:11]=[CH:12][C:2]=1[N:14]1[CH2:18][CH2:17][CH2:16][CH2:15]1)[C:6]([O:8][CH2:9][CH3:10])=[O:7], predict the reactants needed to synthesize it. The reactants are: Br[C:2]1[CH:12]=[CH:11][C:5]([C:6]([O:8][CH2:9][CH3:10])=[O:7])=[CH:4][C:3]=1[Cl:13].[NH:14]1[CH2:18][CH2:17][CH2:16][CH2:15]1.CC(C)([O-])C.[Na+].C1C=CC(P(C2C(C3C(P(C4C=CC=CC=4)C4C=CC=CC=4)=CC=C4C=3C=CC=C4)=C3C(C=CC=C3)=CC=2)C2C=CC=CC=2)=CC=1. (4) Given the product [CH:38]1[C:39]2[C:44](=[CH:43][CH:42]=[CH:41][CH:40]=2)[CH:45]=[CH:46][C:37]=1[N:30]1[C:31]2[C:36](=[CH:35][CH:34]=[CH:33][CH:32]=2)[C:28]([C:27]2[C:26](=[O:47])[NH:25][C:24](=[O:48])[C:23]=2[C:16]2[C:17]3[C:22](=[CH:21][CH:20]=[CH:19][CH:18]=3)[N:14]([CH2:13][CH2:12][CH2:11][N:1]3[CH2:5][CH2:4][CH2:3][CH2:2]3)[N:15]=2)=[CH:29]1, predict the reactants needed to synthesize it. The reactants are: [NH:1]1[CH2:5][CH2:4][CH2:3][CH2:2]1.CS(O[CH2:11][CH2:12][CH2:13][N:14]1[C:22]2[C:17](=[CH:18][CH:19]=[CH:20][CH:21]=2)[C:16]([C:23]2[C:24](=[O:48])[NH:25][C:26](=[O:47])[C:27]=2[C:28]2[C:36]3[C:31](=[CH:32][CH:33]=[CH:34][CH:35]=3)[N:30]([C:37]3[CH:46]=[CH:45][C:44]4[C:39](=[CH:40][CH:41]=[CH:42][CH:43]=4)[CH:38]=3)[CH:29]=2)=[N:15]1)(=O)=O.O. (5) The reactants are: [OH:1][CH2:2][CH2:3][N:4]([CH3:34])[S:5]([C:8]1[CH:33]=[CH:32][C:11]([CH2:12][NH:13][C:14]([C:16]2[C:17]3[CH:24]=[N:23][N:22]([C:25]4[CH:30]=[CH:29][C:28]([F:31])=[CH:27][CH:26]=4)[C:18]=3[CH:19]=[N:20][CH:21]=2)=[O:15])=[CH:10][CH:9]=1)(=[O:7])=[O:6].CCN(CC)CC.[C:42](Cl)(=[O:44])[CH3:43]. Given the product [F:31][C:28]1[CH:29]=[CH:30][C:25]([N:22]2[C:18]3[CH:19]=[N:20][CH:21]=[C:16]([C:14]([NH:13][CH2:12][C:11]4[CH:10]=[CH:9][C:8]([S:5]([N:4]([CH3:34])[CH2:3][CH2:2][O:1][C:42](=[O:44])[CH3:43])(=[O:6])=[O:7])=[CH:33][CH:32]=4)=[O:15])[C:17]=3[CH:24]=[N:23]2)=[CH:26][CH:27]=1, predict the reactants needed to synthesize it.